From a dataset of CYP3A4 inhibition data for predicting drug metabolism from PubChem BioAssay. Regression/Classification. Given a drug SMILES string, predict its absorption, distribution, metabolism, or excretion properties. Task type varies by dataset: regression for continuous measurements (e.g., permeability, clearance, half-life) or binary classification for categorical outcomes (e.g., BBB penetration, CYP inhibition). Dataset: cyp3a4_veith. (1) The molecule is Cn1c(SCC(=O)c2ccc3c(c2)Cc2ccccc2-3)nnc1-c1ccccc1. The result is 1 (inhibitor). (2) The molecule is Oc1c(Cl)cc(CN(Cc2cc(Cl)c(O)c(Cl)c2)C2CCCCC2)cc1Cl. The result is 0 (non-inhibitor). (3) The compound is COc1ccc(S(=O)(=O)N2CC3C4C=CC(C4)C3C2)cc1. The result is 1 (inhibitor). (4) The molecule is Cc1ccc(Nc2cc(=O)n(C3CCCCC3)c(=O)[nH]2)cc1C. The result is 1 (inhibitor). (5) The compound is O=C1C=C(c2cccs2)CC(c2cccs2)C1n1cnc([N+](=O)[O-])c1. The result is 0 (non-inhibitor). (6) The result is 0 (non-inhibitor). The molecule is COc1ccc(C(=O)Nc2ccc(NC(=O)c3ccco3)c(Cl)c2)cc1OC.